Binary Classification. Given a drug SMILES string, predict its activity (active/inactive) in a high-throughput screening assay against a specified biological target. From a dataset of M1 muscarinic receptor agonist screen with 61,833 compounds. (1) The molecule is S(=O)(=O)(NCCC(=O)Nc1cc(ccc1)C)c1cc2CCN(c2cc1)C(=O)C. The result is 0 (inactive). (2) The drug is S1c2c(nc(SCC(=O)Nc3ccc(OCC)cc3)n(c2=O)c2c(OC)cccc2)CC1. The result is 0 (inactive). (3) The compound is Nc1c2c(cc(cc2)C)ccc1C. The result is 0 (inactive). (4) The molecule is O=C(Nc1ccc(cc1)C(=O)N)CCCC. The result is 0 (inactive). (5) The compound is S(=O)(=O)(N1CCN(CC1)C(=O)COc1ncnc2c1cccc2)c1ccccc1. The result is 0 (inactive). (6) The drug is o1c(CCC(=O)Nc2ccc(cc2)C(OCC)=O)ccc1CC. The result is 0 (inactive). (7) The compound is S(CC(=O)NC(=O)NCc1occc1)c1oc(nn1)c1ccc(OC)cc1. The result is 0 (inactive). (8) The compound is S(c1n(c2cc(ccc2)C)c(N)cc(=O)n1)CC(=O)Nc1ccccc1. The result is 1 (active).